This data is from Acute oral toxicity (LD50) regression data from Zhu et al.. The task is: Regression/Classification. Given a drug SMILES string, predict its toxicity properties. Task type varies by dataset: regression for continuous values (e.g., LD50, hERG inhibition percentage) or binary classification for toxic/non-toxic outcomes (e.g., AMES mutagenicity, cardiotoxicity, hepatotoxicity). Dataset: ld50_zhu. (1) The compound is CCCCCCCCOP(OCC(CC)CCCC)Oc1ccccc1. The rat oral LD50 is 1.74, given as -log10 of the dose in mol/kg body weight (higher means more acutely toxic). (2) The molecule is O=C1c2ccccc2-c2c([N+](=O)[O-])cc3c4cc([N+](=O)[O-])c5c6c(ccc(c7ccc1c2c73)c64)C(=O)c1ccccc1-5. The rat oral LD50 is 1.74, given as -log10 of the dose in mol/kg body weight (higher means more acutely toxic). (3) The molecule is C=CC(=O)OCC1CC2C=CC1C2. The rat oral LD50 is 2.12, given as -log10 of the dose in mol/kg body weight (higher means more acutely toxic).